This data is from Full USPTO retrosynthesis dataset with 1.9M reactions from patents (1976-2016). The task is: Predict the reactants needed to synthesize the given product. (1) Given the product [CH3:23][N:2]([CH3:1])[C:3]([C:5]1[CH:6]=[C:7]([O:15][CH2:16][C:17]2[CH:22]=[CH:21][CH:20]=[CH:19][CH:18]=2)[C:8]2[N:12]=[C:11]([CH3:13])[N:10]([S:33]([C:30]3[CH:31]=[CH:32][C:27]([CH3:26])=[CH:28][CH:29]=3)(=[O:35])=[O:34])[C:9]=2[CH:14]=1)=[O:4], predict the reactants needed to synthesize it. The reactants are: [CH3:1][N:2]([CH3:23])[C:3]([C:5]1[CH:6]=[C:7]([O:15][CH2:16][C:17]2[CH:22]=[CH:21][CH:20]=[CH:19][CH:18]=2)[C:8]2[N:12]=[C:11]([CH3:13])[NH:10][C:9]=2[CH:14]=1)=[O:4].[H-].[Na+].[CH3:26][C:27]1[CH:32]=[CH:31][C:30]([S:33](Cl)(=[O:35])=[O:34])=[CH:29][CH:28]=1.O. (2) Given the product [CH3:21][O:22][C:23]1[N:24]=[C:25]([O:32][CH3:33])[C:26]([C:2]2[CH:20]=[CH:19][C:5]3[N:6]=[C:7]([C@H:9]4[CH2:12][C@@H:11]([N:13]5[CH2:17][CH2:16][CH2:15][C@@H:14]5[CH3:18])[CH2:10]4)[S:8][C:4]=3[CH:3]=2)=[CH:27][N:28]=1, predict the reactants needed to synthesize it. The reactants are: Br[C:2]1[CH:20]=[CH:19][C:5]2[N:6]=[C:7]([C@H:9]3[CH2:12][C@H:11]([N:13]4[CH2:17][CH2:16][CH2:15][C@H:14]4[CH3:18])[CH2:10]3)[S:8][C:4]=2[CH:3]=1.[CH3:21][O:22][C:23]1[N:28]=[CH:27][C:26](B(O)O)=[C:25]([O:32][CH3:33])[N:24]=1.N1C=C(B(O)O)C=NC=1. (3) Given the product [F:18][C:19]1[CH:24]=[C:23]([C:2]2[S:6][C:5]([N:7]3[CH2:15][CH:14]4[CH2:16][N:10]5[CH2:11][CH:12]([CH2:17][CH:8]3[CH2:9]5)[CH2:13]4)=[N:4][CH:3]=2)[CH:22]=[CH:21][CH:20]=1, predict the reactants needed to synthesize it. The reactants are: Br[C:2]1[S:6][C:5]([N:7]2[CH2:15][CH:14]3[CH2:16][N:10]4[CH2:11][CH:12]([CH2:17][CH:8]2[CH2:9]4)[CH2:13]3)=[N:4][CH:3]=1.[F:18][C:19]1[CH:20]=[C:21](B(O)O)[CH:22]=[CH:23][CH:24]=1. (4) Given the product [Cl:29][C:23]1[CH:22]=[C:21]([C:18]2[CH:19]=[CH:20][N:16]([CH2:15][C@@H:14]([NH:13][C:11]([C:9]3[NH:8][N:7]=[C:6]([CH:3]([OH:5])[CH3:4])[CH:10]=3)=[O:12])[CH2:30][CH3:31])[N:17]=2)[CH:26]=[CH:25][C:24]=1[C:27]#[N:28], predict the reactants needed to synthesize it. The reactants are: [BH4-].[Na+].[C:3]([C:6]1[CH:10]=[C:9]([C:11]([NH:13][C@@H:14]([CH2:30][CH3:31])[CH2:15][N:16]2[CH:20]=[CH:19][C:18]([C:21]3[CH:26]=[CH:25][C:24]([C:27]#[N:28])=[C:23]([Cl:29])[CH:22]=3)=[N:17]2)=[O:12])[NH:8][N:7]=1)(=[O:5])[CH3:4]. (5) Given the product [NH2:19][CH2:18][C:17]1[CH:16]=[CH:15][C:14]([NH:20][S:21]([CH3:24])(=[O:23])=[O:22])=[CH:13][C:12]=1[Cl:11], predict the reactants needed to synthesize it. The reactants are: [H-].[H-].[H-].[H-].[Li+].[Al+3].II.N#N.[Cl:11][C:12]1[CH:13]=[C:14]([NH:20][S:21]([CH3:24])(=[O:23])=[O:22])[CH:15]=[CH:16][C:17]=1[C:18]#[N:19]. (6) Given the product [C:14]([O:21][CH2:22][CH2:23][CH2:24][CH2:25][CH2:26][CH3:27])(=[O:20])[CH2:15][CH2:16][CH2:17][CH2:18][CH3:19].[C:11]([O:3][CH:2]([CH3:4])[CH3:1])(=[O:13])[CH2:5][CH2:6][CH2:7][CH2:8][CH3:9], predict the reactants needed to synthesize it. The reactants are: [CH3:1][C:2]([CH3:4])=[O:3].[C:5]1([CH:11]([OH:13])C)C=[CH:9][CH:8]=[CH:7][CH:6]=1.[C:14]([O:21][CH2:22][CH2:23][CH2:24][CH2:25][CH2:26][CH3:27])(=[O:20])[CH2:15][CH2:16][CH2:17][CH2:18][CH3:19]. (7) Given the product [CH:10]1([C:9]2[N:8]([C:13]3[CH:22]=[CH:21][CH:20]=[C:19]4[C:14]=3[CH:15]=[CH:16][CH:17]=[N:18]4)[N:7]=[CH:6][C:5]=2[C:3]([OH:4])=[O:2])[CH2:11][CH2:12]1, predict the reactants needed to synthesize it. The reactants are: C[O:2][C:3]([C:5]1[CH:6]=[N:7][N:8]([C:13]2[CH:22]=[CH:21][CH:20]=[C:19]3[C:14]=2[CH:15]=[CH:16][CH:17]=[N:18]3)[C:9]=1[CH:10]1[CH2:12][CH2:11]1)=[O:4].[OH-].[Na+].